Dataset: Reaction yield outcomes from USPTO patents with 853,638 reactions. Task: Predict the reaction yield, written as a fraction of the theoretical maximum amount of product (1.0 means a 100% yield; for example, 0.34 means a 34% yield). (1) The reactants are [Cl:1][C:2]1[N:7]=[CH:6][N+:5]([O-])=[C:4]2[CH2:9][CH2:10][CH2:11][C:3]=12.[C:12]([O:15]C(=O)C)(=[O:14])[CH3:13]. No catalyst specified. The product is [C:12]([O:15][CH:9]1[C:4]2[N:5]=[CH:6][N:7]=[C:2]([Cl:1])[C:3]=2[CH2:11][CH2:10]1)(=[O:14])[CH3:13]. The yield is 0.630. (2) The reactants are Cl[C:2]1[N:3]=[C:4]([NH:18][CH2:19][CH2:20][CH3:21])[C:5]2[N:6]=[C:7]([NH:16][CH3:17])[N:8]=[C:9]([NH:12][CH2:13]CC)[C:10]=2[N:11]=1.Cl.[F:23][C:24]([F:29])([F:28])[CH2:25][CH2:26][NH2:27].[CH:30](N(CC)C(C)C)(C)[CH3:31].C([O-])(O)=O.[Na+]. The catalyst is C(O)CCC. The product is [CH3:13][NH:12][C:9]1[C:10]2[N:11]=[C:2]([NH:27][CH2:26][CH2:25][C:24]([F:29])([F:28])[F:23])[N:3]=[C:4]([NH:18][CH2:19][CH2:20][CH3:21])[C:5]=2[N:6]=[C:7]([NH:16][CH2:17][CH2:30][CH3:31])[N:8]=1. The yield is 0.800.